This data is from Reaction yield outcomes from USPTO patents with 853,638 reactions. The task is: Predict the reaction yield, written as a fraction of the theoretical maximum amount of product (1.0 means a 100% yield; for example, 0.34 means a 34% yield). (1) The reactants are [CH3:1][CH2:2][N:3]([CH:6]([CH2:8][N:9]1[C:18]2[CH:19]=[CH:20][CH:21]=[CH:22][C:17]=2[S:16][C:15]2[CH:14]=[CH:13][CH:12]=[CH:11][C:10]1=2)[CH3:7])[CH2:4][CH3:5].Cl.[OH-].[Na+]. The catalyst is C(Cl)Cl. The product is [CH3:5][CH2:4][N:3]([CH:6]([CH2:8][N:9]1[C:18]2[CH:19]=[CH:20][CH:21]=[CH:22][C:17]=2[S:16][C:15]2[CH:14]=[CH:13][CH:12]=[CH:11][C:10]1=2)[CH3:7])[CH2:2][CH3:1]. The yield is 0.200. (2) The reactants are [CH3:1][O:2][C:3](=[O:62])[NH:4][CH:5]([C:9]([N:11]1[CH:17]([C:18]2[NH:19][C:20]([C:23]3[CH:28]=[CH:27][C:26]([C:29]4[CH:38]=[CH:37][C:36]5[C:31](=[CH:32][CH:33]=[C:34]([C:39]6[NH:40][C:41]([CH:44]7[CH:49]8[CH2:50][CH:46]([CH2:47][CH2:48]8)[N:45]7[C:51](=[O:61])[CH:52]([CH:58]7[CH2:60][CH2:59]7)[NH:53][C:54]([O:56][CH3:57])=[O:55])=[N:42][CH:43]=6)[CH:35]=5)[CH:30]=4)=[CH:25][CH:24]=3)=[CH:21][N:22]=2)[CH2:16][C:13]2([CH2:15][CH2:14]2)[CH2:12]1)=[O:10])[CH:6]([CH3:8])[CH3:7].COC(NC(C(C)C)C(O)=O)=O. No catalyst specified. The product is [CH3:57][O:56][C:54](=[O:55])[NH:53][CH:52]([C:51]([N:45]1[CH:44]([C:41]2[NH:40][C:39]([C:34]3[CH:33]=[CH:32][C:31]4[C:36](=[CH:37][CH:38]=[C:29]([C:26]5[CH:25]=[CH:24][C:23]([C:20]6[NH:19][C:18]([CH:17]7[CH2:16][C:13]8([CH2:14][CH2:15]8)[CH2:12][N:11]7[C:9](=[O:10])[CH:5]([NH:4][C:3]([O:2][CH3:1])=[O:62])[CH:6]([CH3:8])[CH3:7])=[N:22][CH:21]=6)=[CH:28][CH:27]=5)[CH:30]=4)[CH:35]=3)=[CH:43][N:42]=2)[CH:49]2[CH2:50][CH:46]1[CH2:47][CH2:48]2)=[O:61])[CH:58]([CH3:59])[CH3:60]. The yield is 0.650. (3) The reactants are COC1C=CC(P2(SP(C3C=CC(OC)=CC=3)(=S)S2)=[S:10])=CC=1.[CH2:23]([O:30][N:31]1[C:37](=[O:38])[N:36]2[CH2:39][C@H:32]1[CH2:33][CH2:34][C@H:35]2[C:40]([NH:42][NH:43][C:44](=O)[CH2:45][NH:46][C:47](=[O:53])[O:48][C:49]([CH3:52])([CH3:51])[CH3:50])=O)[C:24]1[CH:29]=[CH:28][CH:27]=[CH:26][CH:25]=1.C([O-])(O)=O.[Na+]. The yield is 0.450. The product is [CH2:23]([O:30][N:31]1[C:37](=[O:38])[N:36]2[CH2:39][C@H:32]1[CH2:33][CH2:34][C@H:35]2[C:40]1[S:10][C:44]([CH2:45][NH:46][C:47](=[O:53])[O:48][C:49]([CH3:52])([CH3:51])[CH3:50])=[N:43][N:42]=1)[C:24]1[CH:29]=[CH:28][CH:27]=[CH:26][CH:25]=1. The catalyst is C1COCC1. (4) The reactants are [C:1]([C:3]1[C:4]([C:20]2[CH:25]=[CH:24][C:23]([O:26][C:27]3[CH:32]=[CH:31][CH:30]=[CH:29][CH:28]=3)=[CH:22][CH:21]=2)=[N:5][N:6]2[C:11]([CH2:12][NH:13][C:14](=[O:19])[C:15]([F:18])([F:17])[F:16])=[CH:10][CH:9]=[N:8][C:7]=12)#[N:2].[C:33]([O-])([O-])=O.[K+].[K+].CI. The catalyst is CC(C)=O. The product is [C:1]([C:3]1[C:4]([C:20]2[CH:25]=[CH:24][C:23]([O:26][C:27]3[CH:32]=[CH:31][CH:30]=[CH:29][CH:28]=3)=[CH:22][CH:21]=2)=[N:5][N:6]2[C:11]([CH2:12][N:13]([CH3:33])[C:14](=[O:19])[C:15]([F:16])([F:17])[F:18])=[CH:10][CH:9]=[N:8][C:7]=12)#[N:2]. The yield is 0.730.